This data is from Forward reaction prediction with 1.9M reactions from USPTO patents (1976-2016). The task is: Predict the product of the given reaction. (1) The product is: [CH:15]1[C:14]2[CH:13]=[CH:12][C:11]3[CH:10]=[CH:9][CH:8]=[CH:7][C:6]=3[CH:5]([O:16][CH2:20][CH2:19][OH:23])[C:4]=2[CH:3]=[CH:2][CH:1]=1. Given the reactants [CH:1]1[CH:15]=[C:14]2[C:4]([CH:5]([OH:16])[C:6]3[C:11]([CH:12]=[CH:13]2)=[CH:10][CH:9]=[CH:8][CH:7]=3)=[CH:3][CH:2]=1.[H-].[Na+].[C:19]([O:23]C(=O)CBr)(C)(C)[CH3:20].[H-].[Al+3].[Li+].[H-].[H-].[H-], predict the reaction product. (2) Given the reactants [Cl:1][C:2]1[CH:7]=[CH:6][C:5]([CH:8]([NH2:19])[C:9]([C:12]2[CH:17]=[CH:16][C:15]([Cl:18])=[CH:14][CH:13]=2)([NH2:11])[CH3:10])=[CH:4][CH:3]=1.CO[C:22](=O)[C:23]1[CH:28]=[CH:27][C:26]([C:29]([CH3:32])([CH3:31])[CH3:30])=[CH:25][C:24]=1[O:33][CH2:34][CH3:35].C[Al](C)C, predict the reaction product. The product is: [C:29]([C:26]1[CH:27]=[CH:28][C:23]([C:22]2[NH:19][C@H:8]([C:5]3[CH:6]=[CH:7][C:2]([Cl:1])=[CH:3][CH:4]=3)[C@@:9]([C:12]3[CH:13]=[CH:14][C:15]([Cl:18])=[CH:16][CH:17]=3)([CH3:10])[N:11]=2)=[C:24]([O:33][CH2:34][CH3:35])[CH:25]=1)([CH3:32])([CH3:30])[CH3:31]. (3) Given the reactants [Br:1][C:2]1[CH:7]=[C:6](Br)[C:5]([N+:9]([O-:11])=[O:10])=[CH:4][N:3]=1.[C:12]([C:14]1[CH:20]=[CH:19][C:17]([NH2:18])=[CH:16][CH:15]=1)#[N:13].C(N(CC)CC)C, predict the reaction product. The product is: [Br:1][C:2]1[CH:7]=[C:6]([NH:18][C:17]2[CH:19]=[CH:20][C:14]([C:12]#[N:13])=[CH:15][CH:16]=2)[C:5]([N+:9]([O-:11])=[O:10])=[CH:4][N:3]=1. (4) Given the reactants [CH2:1]([C@@:5]1([CH2:28][CH3:29])[NH:11][C@H:10]([C:12]2[CH:17]=[CH:16][CH:15]=[CH:14][CH:13]=2)[C:9]2[CH:18]=[C:19]([O:24][CH3:25])[C:20]([CH2:22][NH2:23])=[CH:21][C:8]=2[S:7](=[O:27])(=[O:26])[CH2:6]1)[CH2:2][CH2:3][CH3:4].N1C=CC=CC=1.[Cl:36][CH2:37][CH2:38][C:39](Cl)=[O:40], predict the reaction product. The product is: [CH2:1]([C@@:5]1([CH2:28][CH3:29])[NH:11][C@H:10]([C:12]2[CH:13]=[CH:14][CH:15]=[CH:16][CH:17]=2)[C:9]2[CH:18]=[C:19]([O:24][CH3:25])[C:20]([CH2:22][NH:23][C:39](=[O:40])[CH2:38][CH2:37][Cl:36])=[CH:21][C:8]=2[S:7](=[O:26])(=[O:27])[CH2:6]1)[CH2:2][CH2:3][CH3:4]. (5) Given the reactants [N:1]1([CH2:7][CH2:8][NH:9][C:10](=[O:16])[O:11][C:12]([CH3:15])([CH3:14])[CH3:13])[CH2:6][CH2:5][NH:4][CH2:3][CH2:2]1.Cl[CH2:18][C:19]([CH3:22])([OH:21])[CH3:20].C([O-])([O-])=O.[K+].[K+].[Na+].[I-], predict the reaction product. The product is: [OH:21][C:19]([CH3:22])([CH3:20])[CH2:18][N:4]1[CH2:3][CH2:2][N:1]([CH2:7][CH2:8][NH:9][C:10](=[O:16])[O:11][C:12]([CH3:13])([CH3:15])[CH3:14])[CH2:6][CH2:5]1. (6) Given the reactants [CH3:1][N:2]1[N:6]=[N:5][C:4]([C:7]2[CH:12]=[CH:11][C:10]([C:13]3[CH:18]=[CH:17][C:16]([N:19]4[CH2:23][C@H:22]([CH2:24]OS(C)(=O)=O)[O:21][C:20]4=[O:30])=[CH:15][C:14]=3[F:31])=[CH:9][N:8]=2)=[N:3]1.Cl.[CH3:33][NH:34][CH3:35], predict the reaction product. The product is: [CH3:1][N:2]1[N:6]=[N:5][C:4]([C:7]2[CH:12]=[CH:11][C:10]([C:13]3[CH:18]=[CH:17][C:16]([N:19]4[CH2:23][C@@H:22]([CH2:24][N:34]([CH3:35])[CH3:33])[O:21][C:20]4=[O:30])=[CH:15][C:14]=3[F:31])=[CH:9][N:8]=2)=[N:3]1. (7) The product is: [Cl-:1].[OH:6][CH:3]([CH2:4][OH:5])[CH2:2][N+:8]([CH2:9][CH2:10][O:11][CH2:12][CH2:13][OH:14])([CH3:15])[CH3:7]. Given the reactants [Cl:1][CH2:2][CH:3]([OH:6])[CH2:4][OH:5].[CH3:7][N:8]([CH3:15])[CH2:9][CH2:10][O:11][CH2:12][CH2:13][OH:14], predict the reaction product.